This data is from Catalyst prediction with 721,799 reactions and 888 catalyst types from USPTO. The task is: Predict which catalyst facilitates the given reaction. (1) Reactant: C[O:2][C:3](=[O:23])[C:4]1[CH:9]=[C:8]([N:10]([S:18]([CH3:21])(=[O:20])=[O:19])[CH2:11][C:12]2[CH:17]=[CH:16][CH:15]=[CH:14][N:13]=2)[CH:7]=[C:6]([Cl:22])[CH:5]=1.[OH-].[Na+]. Product: [Cl:22][C:6]1[CH:5]=[C:4]([CH:9]=[C:8]([N:10]([S:18]([CH3:21])(=[O:20])=[O:19])[CH2:11][C:12]2[CH:17]=[CH:16][CH:15]=[CH:14][N:13]=2)[CH:7]=1)[C:3]([OH:23])=[O:2]. The catalyst class is: 242. (2) Reactant: [Br:1][C:2]1[CH:3]=[CH:4][CH:5]=[C:6]2[C:10]=1[NH:9][C:8]([CH3:11])=[C:7]2[CH:12]=O.C(#N)[CH:15]([CH2:17][C:18]#[N:19])O.[NH:21]1CCCCC1. Product: [Br:1][C:2]1[CH:3]=[CH:4][CH:5]=[C:6]2[C:10]=1[NH:9][C:8]([CH3:11])=[C:7]2[CH:12]=[C:17]([C:15]#[N:21])[C:18]#[N:19]. The catalyst class is: 8. (3) Reactant: [C:1]([O:5][C:6]([N:8]1[C:16]2[C:11](=[CH:12][C:13]([O:17]CC3C=CC=CC=3)=[CH:14][CH:15]=2)[C:10]([C:25]2[N:26]([C:43]([O:45][C:46]([CH3:49])([CH3:48])[CH3:47])=[O:44])[C:27]3[C:32]([CH:33]=2)=[CH:31][C:30]([O:34][CH2:35][CH2:36][N:37]2[CH2:42][CH2:41][O:40][CH2:39][CH2:38]2)=[CH:29][CH:28]=3)=[N:9]1)=[O:7])([CH3:4])([CH3:3])[CH3:2].C([O-])=O.[NH4+]. Product: [C:1]([O:5][C:6]([N:8]1[C:16]2[C:11](=[CH:12][C:13]([OH:17])=[CH:14][CH:15]=2)[C:10]([C:25]2[N:26]([C:43]([O:45][C:46]([CH3:49])([CH3:48])[CH3:47])=[O:44])[C:27]3[C:32]([CH:33]=2)=[CH:31][C:30]([O:34][CH2:35][CH2:36][N:37]2[CH2:42][CH2:41][O:40][CH2:39][CH2:38]2)=[CH:29][CH:28]=3)=[N:9]1)=[O:7])([CH3:4])([CH3:3])[CH3:2]. The catalyst class is: 29.